Dataset: Forward reaction prediction with 1.9M reactions from USPTO patents (1976-2016). Task: Predict the product of the given reaction. Given the reactants [F:1][C:2]1[CH:3]=[N:4][CH:5]=[C:6]([CH:11]=1)[C:7](Cl)=[N:8][OH:9].[C:12]([C:14]1[CH:15]=[C:16]([C:22]#[N:23])[C:17](=[CH:20][CH:21]=1)[C:18]#[N:19])#[CH:13].N, predict the reaction product. The product is: [F:1][C:2]1[CH:11]=[C:6]([C:7]2[CH:13]=[C:12]([C:14]3[CH:15]=[C:16]([C:22]#[N:23])[C:17](=[CH:20][CH:21]=3)[C:18]#[N:19])[O:9][N:8]=2)[CH:5]=[N:4][CH:3]=1.